From a dataset of Forward reaction prediction with 1.9M reactions from USPTO patents (1976-2016). Predict the product of the given reaction. (1) Given the reactants Cl[C:2]1[N:3]=[CH:4][CH:5]=[C:6]2[C:11]=1[N:10]=[CH:9][CH:8]=[CH:7]2.[NH2:12][C:13]1[CH:18]=[CH:17][C:16]([F:19])=[CH:15][N:14]=1, predict the reaction product. The product is: [F:19][C:16]1[CH:17]=[CH:18][C:13]([NH:12][C:2]2[N:3]=[CH:4][CH:5]=[C:6]3[C:11]=2[N:10]=[CH:9][CH:8]=[CH:7]3)=[N:14][CH:15]=1. (2) Given the reactants Br[C:2]1[CH:7]=[CH:6][C:5]([Cl:8])=[C:4]([CH2:9][C:10]2[CH:15]=[CH:14][C:13]([O:16][CH2:17][C:18]([F:21])([F:20])[F:19])=[CH:12][CH:11]=2)[CH:3]=1.[Li][CH2:23]CCC.C[Si](C)(C)[O:29][C@@H:30]1[C@@H:35]([O:36][Si](C)(C)C)[C@H:34]([O:41][Si](C)(C)C)[C@@H:33]([CH2:46][O:47][Si](C)(C)C)[O:32][C:31]1=[O:52].CS(O)(=O)=O, predict the reaction product. The product is: [Cl:8][C:5]1[CH:6]=[CH:7][C:2]([C@@:31]2([O:52][CH3:23])[C@H:30]([OH:29])[C@@H:35]([OH:36])[C@H:34]([OH:41])[C@@H:33]([CH2:46][OH:47])[O:32]2)=[CH:3][C:4]=1[CH2:9][C:10]1[CH:15]=[CH:14][C:13]([O:16][CH2:17][C:18]([F:21])([F:20])[F:19])=[CH:12][CH:11]=1. (3) Given the reactants [OH:1][CH2:2][CH2:3][O:4][C:5]1[N:10]=[C:9]([C:11]2[N:16]=[CH:15][CH:14]=[CH:13][N:12]=2)[N:8]=[C:7]([NH:17][S:18]([CH2:21][CH2:22][CH3:23])(=[O:20])=[O:19])[C:6]=1[O:24][C:25]1[CH:30]=[CH:29][CH:28]=[CH:27][C:26]=1[O:31][CH3:32].[H-].[Na+].Cl[C:36]1[N:41]=[CH:40][C:39]([S:42][CH3:43])=[CH:38][N:37]=1.C(O)(=O)CC(CC(O)=O)(C(O)=O)O, predict the reaction product. The product is: [CH3:43][S:42][C:39]1[CH:38]=[N:37][C:36]([O:1][CH2:2][CH2:3][O:4][C:5]2[N:10]=[C:9]([C:11]3[N:16]=[CH:15][CH:14]=[CH:13][N:12]=3)[N:8]=[C:7]([NH:17][S:18]([CH2:21][CH2:22][CH3:23])(=[O:20])=[O:19])[C:6]=2[O:24][C:25]2[CH:30]=[CH:29][CH:28]=[CH:27][C:26]=2[O:31][CH3:32])=[N:41][CH:40]=1. (4) Given the reactants [CH3:1][O:2][C:3]1[C:8]([CH3:9])=[CH:7][CH:6]=[CH:5][C:4]=1[CH3:10].[Cl:11][S:12](O)(=[O:14])=[O:13], predict the reaction product. The product is: [CH3:1][O:2][C:3]1[C:8]([CH3:9])=[CH:7][C:6]([S:12]([Cl:11])(=[O:14])=[O:13])=[CH:5][C:4]=1[CH3:10]. (5) The product is: [Br:11][CH2:10][C:1]1[CH:6]=[CH:5][CH:4]=[CH:3][C:2]=1[C:7]([OH:9])=[O:8]. Given the reactants [C:1]1([CH3:10])[C:2]([C:7]([OH:9])=[O:8])=[CH:3][CH:4]=[CH:5][CH:6]=1.[Br:11]N1C(=O)CCC1=O, predict the reaction product.